From a dataset of Reaction yield outcomes from USPTO patents with 853,638 reactions. Predict the reaction yield, written as a fraction of the theoretical maximum amount of product (1.0 means a 100% yield; for example, 0.34 means a 34% yield). (1) The reactants are Br[C:2]1[CH:3]=[C:4]2[C:9](=[CH:10][CH:11]=1)[C:8](=[O:12])[CH2:7][CH2:6]C2.[O:13]1[CH:17]=[CH:16][C:15](B2OC(C)(C)C(C)(C)O2)=[CH:14]1.C(Cl)Cl.C([O-])(O)=[O:31].[Na+]. The catalyst is O1CCOCC1.CCOC(C)=O.C1C=CC(P(C2C=CC=CC=2)[C-]2C=CC=C2)=CC=1.C1C=CC(P(C2C=CC=CC=2)[C-]2C=CC=C2)=CC=1.Cl[Pd]Cl.[Fe+2]. The product is [O:13]1[CH:17]=[CH:16][C:15]([C:2]2[CH:11]=[CH:10][C:9]3[C:8](=[O:12])[CH2:7][CH2:6][O:31][C:4]=3[CH:3]=2)=[CH:14]1. The yield is 0.830. (2) The reactants are [Si:1]([O:8][CH2:9][C:10]1[N:11]([CH3:26])[C:12]2[C:17]([CH:18]=1)=[CH:16][C:15]1[C:19](=[O:25])[CH2:20][CH2:21][CH:22]=[C:23]([CH3:24])[C:14]=1[CH:13]=2)([C:4]([CH3:7])([CH3:6])[CH3:5])([CH3:3])[CH3:2]. The catalyst is CCOC(C)=O.C(Cl)Cl.[Pd]. The product is [Si:1]([O:8][CH2:9][C:10]1[N:11]([CH3:26])[C:12]2[C:17]([CH:18]=1)=[CH:16][C:15]1[C:19](=[O:25])[CH2:20][CH2:21][CH2:22][CH:23]([CH3:24])[C:14]=1[CH:13]=2)([C:4]([CH3:6])([CH3:7])[CH3:5])([CH3:3])[CH3:2]. The yield is 0.630.